This data is from Reaction yield outcomes from USPTO patents with 853,638 reactions. The task is: Predict the reaction yield, written as a fraction of the theoretical maximum amount of product (1.0 means a 100% yield; for example, 0.34 means a 34% yield). (1) The reactants are [C@@H:1]1([N:9]2[CH:16]=[CH:15][C:13]([NH2:14])=[N:12][C:10]2=[O:11])[O:8][C@H:5]([CH2:6][OH:7])[C@@H:3]([OH:4])[CH2:2]1.[CH3:17][C:18]([Si:21](Cl)([CH3:23])[CH3:22])([CH3:20])[CH3:19]. The catalyst is N1C=CC=CC=1. The product is [Si:21]([O:7][CH2:6][C@H:5]1[O:8][C@@H:1]([N:9]2[CH:16]=[CH:15][C:13]([NH2:14])=[N:12][C:10]2=[O:11])[CH2:2][C@@H:3]1[OH:4])([C:18]([CH3:20])([CH3:19])[CH3:17])([CH3:23])[CH3:22]. The yield is 0.840. (2) The reactants are CN(C(ON1N=NC2C=CC=NC1=2)=[N+](C)C)C.F[P-](F)(F)(F)(F)F.[CH3:25][O:26][CH2:27][C@@H:28]([O:30][C:31]1[CH:32]=[C:33]([CH:37]=[C:38]([O:40][C:41]2[CH:46]=[CH:45][C:44]([S:47]([CH3:50])(=[O:49])=[O:48])=[CH:43][CH:42]=2)[CH:39]=1)[C:34](O)=[O:35])[CH3:29].CCN(C(C)C)C(C)C.[NH2:60][C:61]1[CH:65]=[C:64]([CH3:66])[N:63]([C:67]([O:69][C:70]([CH3:73])([CH3:72])[CH3:71])=[O:68])[N:62]=1. The catalyst is C(=O)([O-])O.[Na+].C(OCC)(=O)C.CN(C=O)C. The product is [CH3:25][O:26][CH2:27][C@@H:28]([O:30][C:31]1[CH:32]=[C:33]([CH:37]=[C:38]([O:40][C:41]2[CH:42]=[CH:43][C:44]([S:47]([CH3:50])(=[O:48])=[O:49])=[CH:45][CH:46]=2)[CH:39]=1)[C:34]([NH:60][C:61]1[CH:65]=[C:64]([CH3:66])[N:63]([C:67]([O:69][C:70]([CH3:73])([CH3:72])[CH3:71])=[O:68])[N:62]=1)=[O:35])[CH3:29]. The yield is 0.850.